This data is from Forward reaction prediction with 1.9M reactions from USPTO patents (1976-2016). The task is: Predict the product of the given reaction. Given the reactants [CH:1]1[CH:2]=[CH:3][N:4]2[CH2:10][C:9]3[CH:11]=[CH:12][CH:13]=[CH:14][C:8]=3[N:7]([C:15]([C:17]3[CH:22]=[CH:21][C:20](B4OC(C)(C)C(C)(C)O4)=[CH:19][CH:18]=3)=[O:16])[CH2:6][C:5]=12.C([O:34][CH2:35][CH3:36])C, predict the reaction product. The product is: [CH:1]1[CH:2]=[CH:3][N:4]2[CH2:10][C:9]3[CH:11]=[CH:12][CH:13]=[CH:14][C:8]=3[N:7]([C:15]([C:17]3[CH:18]=[CH:19][C:20]([C:1]4[CH2:2][CH2:3][CH2:36][C:35](=[O:34])[C:5]=4[CH3:6])=[CH:21][CH:22]=3)=[O:16])[CH2:6][C:5]=12.